From a dataset of Forward reaction prediction with 1.9M reactions from USPTO patents (1976-2016). Predict the product of the given reaction. Given the reactants [F:1][C:2]1[C:10]([O:11][CH3:12])=[CH:9][CH:8]=[CH:7][C:3]=1C(O)=O.C([N:15]([CH2:18]C)CC)C.C1(P(N=[N+]=[N-])(C2C=CC=CC=2)=[O:27])C=CC=CC=1.[C:37]([OH:41])([CH3:40])([CH3:39])[CH3:38], predict the reaction product. The product is: [F:1][C:2]1[C:10]([O:11][CH3:12])=[CH:9][CH:8]=[CH:7][C:3]=1[NH:15][C:18](=[O:27])[O:41][C:37]([CH3:40])([CH3:39])[CH3:38].